This data is from Peptide-MHC class II binding affinity with 134,281 pairs from IEDB. The task is: Regression. Given a peptide amino acid sequence and an MHC pseudo amino acid sequence, predict their binding affinity value. This is MHC class II binding data. The peptide sequence is WYNRCHAAN. The MHC is DRB1_0404 with pseudo-sequence DRB1_0404. The binding affinity (normalized) is 0.